From a dataset of Forward reaction prediction with 1.9M reactions from USPTO patents (1976-2016). Predict the product of the given reaction. (1) Given the reactants [CH2:1]([O:3][C:4]([C:6]1[C:15](=[O:16])[C:14]2[C:9](=[C:10]([C:19]#[C:20][CH2:21][CH:22]3[CH2:26][C@@H:25]([CH2:27][NH:28][C:29]([O:31][C:32]([CH3:35])([CH3:34])[CH3:33])=[O:30])[CH2:24][N:23]3[C:36]([O:38][C:39]([CH3:42])([CH3:41])[CH3:40])=[O:37])[C:11]([F:18])=[C:12]([F:17])[CH:13]=2)[N:8]([CH:43]2[CH2:45][CH2:44]2)[CH:7]=1)=[O:5])[CH3:2].C(O)C.C(N(CC)CC)C, predict the reaction product. The product is: [CH2:1]([O:3][C:4]([C:6]1[C:15](=[O:16])[C:14]2[C:9](=[C:10](/[CH:19]=[CH:20]\[CH2:21][CH:22]3[CH2:26][C@@H:25]([CH2:27][NH:28][C:29]([O:31][C:32]([CH3:35])([CH3:34])[CH3:33])=[O:30])[CH2:24][N:23]3[C:36]([O:38][C:39]([CH3:42])([CH3:41])[CH3:40])=[O:37])[C:11]([F:18])=[C:12]([F:17])[CH:13]=2)[N:8]([CH:43]2[CH2:44][CH2:45]2)[CH:7]=1)=[O:5])[CH3:2]. (2) Given the reactants Br[C:2]1[CH:7]=[CH:6][C:5]([C:8]([N:10]2[CH2:15][CH2:14][N:13]([C:16]3[C:21]([CH3:22])=[CH:20][C:19]([CH2:23][CH3:24])=[CH:18][N:17]=3)[CH2:12][CH2:11]2)=[O:9])=[C:4]([F:25])[CH:3]=1.[CH3:26][C:27]1([CH3:33])[O:31][C:30](=[O:32])[NH:29][CH2:28]1, predict the reaction product. The product is: [CH2:23]([C:19]1[CH:20]=[C:21]([CH3:22])[C:16]([N:13]2[CH2:14][CH2:15][N:10]([C:8]([C:5]3[CH:6]=[CH:7][C:2]([N:29]4[CH2:28][C:27]([CH3:33])([CH3:26])[O:31][C:30]4=[O:32])=[CH:3][C:4]=3[F:25])=[O:9])[CH2:11][CH2:12]2)=[N:17][CH:18]=1)[CH3:24]. (3) Given the reactants FC(F)(F)C(O)=O.C([O:12][C:13](=[O:36])[C@@H:14]([NH:23][C:24]([C:26]1[NH:35][C:29]2=[N:30][CH:31]=[C:32]([Cl:34])[CH:33]=[C:28]2[CH:27]=1)=[O:25])[CH2:15][C:16]1[CH:21]=[CH:20][C:19]([F:22])=[CH:18][CH:17]=1)(C)(C)C, predict the reaction product. The product is: [Cl:34][C:32]1[CH:33]=[C:28]2[CH:27]=[C:26]([C:24]([NH:23][C@@H:14]([CH2:15][C:16]3[CH:17]=[CH:18][C:19]([F:22])=[CH:20][CH:21]=3)[C:13]([OH:36])=[O:12])=[O:25])[NH:35][C:29]2=[N:30][CH:31]=1.